Dataset: NCI-60 drug combinations with 297,098 pairs across 59 cell lines. Task: Regression. Given two drug SMILES strings and cell line genomic features, predict the synergy score measuring deviation from expected non-interaction effect. (1) Drug 1: CS(=O)(=O)C1=CC(=C(C=C1)C(=O)NC2=CC(=C(C=C2)Cl)C3=CC=CC=N3)Cl. Drug 2: CC1=C2C(C(=O)C3(C(CC4C(C3C(C(C2(C)C)(CC1OC(=O)C(C(C5=CC=CC=C5)NC(=O)C6=CC=CC=C6)O)O)OC(=O)C7=CC=CC=C7)(CO4)OC(=O)C)O)C)OC(=O)C. Cell line: 786-0. Synergy scores: CSS=55.0, Synergy_ZIP=12.6, Synergy_Bliss=13.5, Synergy_Loewe=5.85, Synergy_HSA=15.9. (2) Cell line: SF-539. Drug 1: C1=CN(C=N1)CC(O)(P(=O)(O)O)P(=O)(O)O. Drug 2: C1CNP(=O)(OC1)N(CCCl)CCCl. Synergy scores: CSS=3.54, Synergy_ZIP=-2.24, Synergy_Bliss=-2.82, Synergy_Loewe=0.149, Synergy_HSA=-2.44. (3) Cell line: PC-3. Synergy scores: CSS=-1.72, Synergy_ZIP=-0.750, Synergy_Bliss=-3.57, Synergy_Loewe=-5.79, Synergy_HSA=-5.85. Drug 1: CNC(=O)C1=CC=CC=C1SC2=CC3=C(C=C2)C(=NN3)C=CC4=CC=CC=N4. Drug 2: CC1=CC=C(C=C1)C2=CC(=NN2C3=CC=C(C=C3)S(=O)(=O)N)C(F)(F)F. (4) Drug 1: C1=NC2=C(N=C(N=C2N1C3C(C(C(O3)CO)O)O)F)N. Drug 2: C#CCC(CC1=CN=C2C(=N1)C(=NC(=N2)N)N)C3=CC=C(C=C3)C(=O)NC(CCC(=O)O)C(=O)O. Cell line: TK-10. Synergy scores: CSS=59.6, Synergy_ZIP=2.65, Synergy_Bliss=-1.52, Synergy_Loewe=-9.99, Synergy_HSA=-1.49. (5) Drug 1: COC1=C(C=C2C(=C1)N=CN=C2NC3=CC(=C(C=C3)F)Cl)OCCCN4CCOCC4. Drug 2: CC12CCC3C(C1CCC2=O)CC(=C)C4=CC(=O)C=CC34C. Cell line: IGROV1. Synergy scores: CSS=71.8, Synergy_ZIP=11.9, Synergy_Bliss=12.0, Synergy_Loewe=14.6, Synergy_HSA=15.7. (6) Drug 1: C#CCC(CC1=CN=C2C(=N1)C(=NC(=N2)N)N)C3=CC=C(C=C3)C(=O)NC(CCC(=O)O)C(=O)O. Drug 2: C1C(C(OC1N2C=NC(=NC2=O)N)CO)O. Cell line: TK-10. Synergy scores: CSS=6.29, Synergy_ZIP=-1.31, Synergy_Bliss=1.93, Synergy_Loewe=-2.68, Synergy_HSA=0.743. (7) Drug 1: C1CCC(CC1)NC(=O)N(CCCl)N=O. Drug 2: CC=C1C(=O)NC(C(=O)OC2CC(=O)NC(C(=O)NC(CSSCCC=C2)C(=O)N1)C(C)C)C(C)C. Cell line: MALME-3M. Synergy scores: CSS=74.7, Synergy_ZIP=12.2, Synergy_Bliss=12.1, Synergy_Loewe=-21.9, Synergy_HSA=13.6. (8) Drug 1: C1=NC2=C(N=C(N=C2N1C3C(C(C(O3)CO)O)F)Cl)N. Drug 2: CC1C(C(CC(O1)OC2CC(CC3=C2C(=C4C(=C3O)C(=O)C5=CC=CC=C5C4=O)O)(C(=O)C)O)N)O. Cell line: HCT-15. Synergy scores: CSS=43.8, Synergy_ZIP=-4.94, Synergy_Bliss=-0.295, Synergy_Loewe=2.17, Synergy_HSA=3.71. (9) Cell line: CAKI-1. Synergy scores: CSS=34.2, Synergy_ZIP=-2.96, Synergy_Bliss=-2.69, Synergy_Loewe=-2.40, Synergy_HSA=-2.25. Drug 2: CC(C)CN1C=NC2=C1C3=CC=CC=C3N=C2N. Drug 1: C1=C(C(=O)NC(=O)N1)N(CCCl)CCCl. (10) Drug 1: CC1C(C(CC(O1)OC2CC(OC(C2O)C)OC3=CC4=CC5=C(C(=O)C(C(C5)C(C(=O)C(C(C)O)O)OC)OC6CC(C(C(O6)C)O)OC7CC(C(C(O7)C)O)OC8CC(C(C(O8)C)O)(C)O)C(=C4C(=C3C)O)O)O)O. Drug 2: C1CN(CCN1C(=O)CCBr)C(=O)CCBr. Cell line: EKVX. Synergy scores: CSS=30.2, Synergy_ZIP=1.23, Synergy_Bliss=5.06, Synergy_Loewe=1.35, Synergy_HSA=2.99.